The task is: Predict the product of the given reaction.. This data is from Forward reaction prediction with 1.9M reactions from USPTO patents (1976-2016). Given the reactants [Cl:1][C:2]1[CH:3]=[N:4][C:5]([NH:8][C:9](=[O:34])[C:10]2[CH:15]=[CH:14][C:13]([C:16]3[CH2:20][C:19]([C:25]4[CH:30]=[C:29]([Cl:31])[CH:28]=[C:27]([Cl:32])[CH:26]=4)([C:21]([F:24])([F:23])[F:22])[O:18][N:17]=3)=[CH:12][C:11]=2[CH3:33])=[N:6][CH:7]=1.[H-].[Na+].[H][H].[C:39](Cl)(=[O:41])[CH3:40], predict the reaction product. The product is: [C:39]([N:8]([C:5]1[N:4]=[CH:3][C:2]([Cl:1])=[CH:7][N:6]=1)[C:9](=[O:34])[C:10]1[CH:15]=[CH:14][C:13]([C:16]2[CH2:20][C:19]([C:25]3[CH:26]=[C:27]([Cl:32])[CH:28]=[C:29]([Cl:31])[CH:30]=3)([C:21]([F:23])([F:24])[F:22])[O:18][N:17]=2)=[CH:12][C:11]=1[CH3:33])(=[O:41])[CH3:40].